Dataset: Peptide-MHC class II binding affinity with 134,281 pairs from IEDB. Task: Regression. Given a peptide amino acid sequence and an MHC pseudo amino acid sequence, predict their binding affinity value. This is MHC class II binding data. (1) The peptide sequence is FNIQYVNYWFAPGAA. The MHC is DRB1_1001 with pseudo-sequence DRB1_1001. The binding affinity (normalized) is 0.163. (2) The peptide sequence is GKEELQEIPTMLKKG. The MHC is DRB3_0202 with pseudo-sequence DRB3_0202. The binding affinity (normalized) is 0. (3) The peptide sequence is TISNNLFFNHHKVML. The MHC is HLA-DQA10102-DQB10602 with pseudo-sequence HLA-DQA10102-DQB10602. The binding affinity (normalized) is 0.365. (4) The peptide sequence is AAVGATPEAKFDSFV. The MHC is HLA-DPA10301-DPB10402 with pseudo-sequence HLA-DPA10301-DPB10402. The binding affinity (normalized) is 0.0176. (5) The peptide sequence is EGATPEAKYDAYVAT. The MHC is HLA-DPA10103-DPB10201 with pseudo-sequence HLA-DPA10103-DPB10201. The binding affinity (normalized) is 0.114. (6) The peptide sequence is RIDTPEVLKGPFTVR. The MHC is DRB1_1001 with pseudo-sequence DRB1_1001. The binding affinity (normalized) is 0.420. (7) The peptide sequence is MFKVAATAANAAPAN. The MHC is DRB1_0802 with pseudo-sequence DRB1_0802. The binding affinity (normalized) is 0.609. (8) The peptide sequence is LEAKATFYGSNPRGA. The MHC is DRB4_0101 with pseudo-sequence DRB4_0103. The binding affinity (normalized) is 0. (9) The peptide sequence is GEIYKRWIILGLNKIVRMY. The MHC is HLA-DPA10201-DPB10101 with pseudo-sequence HLA-DPA10201-DPB10101. The binding affinity (normalized) is 0.426. (10) The peptide sequence is CGERTEGRCLHYTVDKSK. The MHC is DRB1_1501 with pseudo-sequence DRB1_1501. The binding affinity (normalized) is 0.